From a dataset of Catalyst prediction with 721,799 reactions and 888 catalyst types from USPTO. Predict which catalyst facilitates the given reaction. Reactant: [C:1]([NH:4][C@H:5]([C:8]([OH:10])=[O:9])[CH2:6][SH:7])(=[O:3])[CH3:2].C([O-])([O-])=O.[Na+].[Na+].[CH2:17](Br)[CH:18]=[C:19]([CH2:21][CH2:22][CH:23]=[C:24]([CH2:26][CH2:27][CH:28]=[C:29]([CH3:31])[CH3:30])[CH3:25])[CH3:20]. Product: [C:1]([NH:4][C@H:5]([C:8]([OH:10])=[O:9])[CH2:6][S:7][CH2:17][CH:18]=[C:19]([CH2:21][CH2:22][CH:23]=[C:24]([CH2:26][CH2:27][CH:28]=[C:29]([CH3:30])[CH3:31])[CH3:25])[CH3:20])(=[O:3])[CH3:2]. The catalyst class is: 32.